Dataset: Full USPTO retrosynthesis dataset with 1.9M reactions from patents (1976-2016). Task: Predict the reactants needed to synthesize the given product. (1) Given the product [NH2:20][C@@H:3]([CH2:4][C:5]1[CH:10]=[CH:9][C:8]([S:11]([C:14]2[CH:19]=[CH:18][CH:17]=[CH:16][CH:15]=2)(=[O:13])=[O:12])=[CH:7][CH:6]=1)[C:2]([NH2:1])=[O:28], predict the reactants needed to synthesize it. The reactants are: [NH2:1][C:2](=[O:28])[C@@H:3]([NH:20]C(=O)OC(C)(C)C)[CH2:4][C:5]1[CH:10]=[CH:9][C:8]([S:11]([C:14]2[CH:19]=[CH:18][CH:17]=[CH:16][CH:15]=2)(=[O:13])=[O:12])=[CH:7][CH:6]=1.C(O)(C(F)(F)F)=O. (2) Given the product [OH:5][C:6]1[C:7]([C:16]([Cl:3])=[O:18])=[CH:8][CH:9]=[C:10]2[C:15]=1[N:14]=[CH:13][CH:12]=[CH:11]2, predict the reactants needed to synthesize it. The reactants are: S(Cl)([Cl:3])=O.[OH:5][C:6]1[C:7]([C:16]([OH:18])=O)=[CH:8][CH:9]=[C:10]2[C:15]=1[N:14]=[CH:13][CH:12]=[CH:11]2.